This data is from Forward reaction prediction with 1.9M reactions from USPTO patents (1976-2016). The task is: Predict the product of the given reaction. (1) The product is: [Cl:1][C:2]1[CH:9]=[CH:8][C:5](/[CH:6]=[C:18](/[C:17]2[CH:21]=[CH:22][C:23]([O:24][CH3:25])=[C:15]([O:14][CH3:13])[CH:16]=2)\[C:19]#[N:20])=[CH:4][C:3]=1[N+:10]([O-:12])=[O:11]. Given the reactants [Cl:1][C:2]1[CH:9]=[CH:8][C:5]([CH:6]=O)=[CH:4][C:3]=1[N+:10]([O-:12])=[O:11].[CH3:13][O:14][C:15]1[CH:16]=[C:17]([CH:21]=[CH:22][C:23]=1[O:24][CH3:25])[CH2:18][C:19]#[N:20], predict the reaction product. (2) Given the reactants [Na+].[I-:2].[CH3:3][O:4][C:5](=[O:17])[C:6]1[CH:11]=[CH:10][CH:9]=[C:8]([O:12][CH2:13][CH2:14][CH2:15]Cl)[CH:7]=1, predict the reaction product. The product is: [CH3:3][O:4][C:5](=[O:17])[C:6]1[CH:11]=[CH:10][CH:9]=[C:8]([O:12][CH2:13][CH2:14][CH2:15][I:2])[CH:7]=1. (3) The product is: [NH2:1][C:4]1[CH:5]=[C:6]([CH:19]=[CH:20][CH:21]=1)[CH2:7][C:9]1[CH:10]=[C:11]2[C:15](=[CH:16][CH:17]=1)[NH:14][C:13](=[O:18])[CH2:12]2. Given the reactants [N+:1]([C:4]1[CH:5]=[C:6]([CH:19]=[CH:20][CH:21]=1)[C:7]([C:9]1[CH:10]=[C:11]2[C:15](=[CH:16][CH:17]=1)[NH:14][C:13](=[O:18])[CH2:12]2)=O)([O-])=O.C(O)(C(F)(F)F)=O, predict the reaction product.